Dataset: Aqueous solubility values for 9,982 compounds from the AqSolDB database. Task: Regression/Classification. Given a drug SMILES string, predict its absorption, distribution, metabolism, or excretion properties. Task type varies by dataset: regression for continuous measurements (e.g., permeability, clearance, half-life) or binary classification for categorical outcomes (e.g., BBB penetration, CYP inhibition). For this dataset (solubility_aqsoldb), we predict Y. (1) The molecule is COCc1cnc(C2=NC(C)(C(C)C)C(=O)N2)c(C(=O)O)c1. The Y is -1.84 log mol/L. (2) The compound is CC(=O)c1cccc(C(F)(F)F)c1. The Y is -2.48 log mol/L. (3) The Y is -7.23 log mol/L. The molecule is CC(C)(c1ccccc1)c1ccc(O[P@]2OCC3(CO[P@@](Oc4ccc(C(C)(C)c5ccccc5)cc4C(C)(C)c4ccccc4)OC3)CO2)c(C(C)(C)c2ccccc2)c1. (4) The compound is CCOC(=O)C(C)Oc1ccc(Oc2nc3ccc(Cl)cc3o2)cc1. The Y is -5.60 log mol/L. (5) The molecule is O=C(O)c1ccccc1Nc1ccccc1. The Y is -4.96 log mol/L. (6) The compound is ClCCN(Cl)CCCl. The Y is -1.92 log mol/L. (7) The drug is Oc1ccc(Br)cc1Br. The Y is -2.12 log mol/L.